From a dataset of TCR-epitope binding with 47,182 pairs between 192 epitopes and 23,139 TCRs. Binary Classification. Given a T-cell receptor sequence (or CDR3 region) and an epitope sequence, predict whether binding occurs between them. The epitope is YYRRATRRIR. The TCR CDR3 sequence is CASSPGLPYEQYF. Result: 0 (the TCR does not bind to the epitope).